This data is from Full USPTO retrosynthesis dataset with 1.9M reactions from patents (1976-2016). The task is: Predict the reactants needed to synthesize the given product. (1) Given the product [CH3:1][C:2]1([CH3:27])[CH2:7][CH2:6][CH:5]([O:8][C:9]2[CH:14]=[CH:13][C:12]([CH:15]3[C:20]4=[N:21][S:22](=[O:26])(=[O:25])[CH2:23][CH2:24][N:19]4[CH2:18][CH2:17][CH2:16]3)=[CH:11][CH:10]=2)[CH2:4][CH2:3]1, predict the reactants needed to synthesize it. The reactants are: [CH3:1][C:2]1([CH3:27])[CH2:7][CH2:6][C:5]([O:8][C:9]2[CH:14]=[CH:13][C:12]([C:15]3[C:20]4=[N:21][S:22](=[O:26])(=[O:25])[CH2:23][CH2:24][N:19]4[CH:18]=[CH:17][CH:16]=3)=[CH:11][CH:10]=2)=[CH:4][CH2:3]1.CC(O)=O. (2) Given the product [CH3:75][C:41]1([CH3:40])[O:45][C@@H:44]([C@@H:46]([NH:47][S:49]([C:52]2[CH:57]=[CH:56][CH:55]=[CH:54][C:53]=2[N+:58]([O-:60])=[O:59])(=[O:50])=[O:51])[CH2:48][NH:39][C@H:10]2[CH2:11][C@H:12]([O:31][CH2:32][C:33]3[CH:34]=[CH:35][CH:36]=[CH:37][CH:38]=3)[C@@H:13]([O:23][CH2:24][C:25]3[CH:26]=[CH:27][CH:28]=[CH:29][CH:30]=3)[C@H:14]([O:15][CH2:16][C:17]3[CH:22]=[CH:21][CH:20]=[CH:19][CH:18]=3)[C@H:9]2[O:8][CH2:1][C:2]2[CH:7]=[CH:6][CH:5]=[CH:4][CH:3]=2)[C@@H:43]([CH2:61][CH2:62][CH2:63][CH2:64][CH2:65][CH2:66][CH2:67][CH2:68][CH2:69][CH2:70][CH2:71][CH2:72][CH2:73][CH3:74])[O:42]1, predict the reactants needed to synthesize it. The reactants are: [CH2:1]([O:8][C@@H:9]1[C@@H:14]([O:15][CH2:16][C:17]2[CH:22]=[CH:21][CH:20]=[CH:19][CH:18]=2)[C@H:13]([O:23][CH2:24][C:25]2[CH:30]=[CH:29][CH:28]=[CH:27][CH:26]=2)[C@@H:12]([O:31][CH2:32][C:33]2[CH:38]=[CH:37][CH:36]=[CH:35][CH:34]=2)[CH2:11][C@@H:10]1[NH2:39])[C:2]1[CH:7]=[CH:6][CH:5]=[CH:4][CH:3]=1.[CH3:40][C:41]1([CH3:75])[O:45][C@@H:44]([CH:46]2[CH2:48][N@@:47]2[S:49]([C:52]2[CH:57]=[CH:56][CH:55]=[CH:54][C:53]=2[N+:58]([O-:60])=[O:59])(=[O:51])=[O:50])[C@@H:43]([CH2:61][CH2:62][CH2:63][CH2:64][CH2:65][CH2:66][CH2:67][CH2:68][CH2:69][CH2:70][CH2:71][CH2:72][CH2:73][CH3:74])[O:42]1. (3) Given the product [CH2:1]([O:3][C:4]([C:6]1[O:15][C:9]2=[CH:10][N:11]=[CH:12][C:13]([C:29]3[CH:28]=[C:27]([C:18]4[CH:19]=[CH:20][CH:21]=[CH:22][CH:23]=4)[CH:32]=[CH:31][CH:30]=3)=[C:8]2[CH:7]=1)=[O:5])[CH3:2], predict the reactants needed to synthesize it. The reactants are: [CH2:1]([O:3][C:4]([C:6]1[O:15][C:9]2=[CH:10][N:11]=[CH:12][C:13](Cl)=[C:8]2[CH:7]=1)=[O:5])[CH3:2].[F-].[K+].[C:18]1([C:27]2[CH:32]=[CH:31][CH:30]=[CH:29][CH:28]=2)[C:19](B(O)O)=[CH:20][CH:21]=[CH:22][CH:23]=1.